Dataset: Catalyst prediction with 721,799 reactions and 888 catalyst types from USPTO. Task: Predict which catalyst facilitates the given reaction. Reactant: [BH4-].[Na+].C(O)C.[CH2:6]([O:13][C:14]1[CH:19]=[C:18]([CH:20]=[C:21]([N+:24]([O-:26])=[O:25])[CH2:22][CH3:23])[CH:17]=[CH:16][C:15]=1[O:27][CH3:28])[C:7]1[CH:12]=[CH:11][CH:10]=[CH:9][CH:8]=1.Cl. Product: [CH2:6]([O:13][C:14]1[CH:19]=[C:18]([CH2:20][CH:21]([N+:24]([O-:26])=[O:25])[CH2:22][CH3:23])[CH:17]=[CH:16][C:15]=1[O:27][CH3:28])[C:7]1[CH:8]=[CH:9][CH:10]=[CH:11][CH:12]=1. The catalyst class is: 1.